Dataset: Peptide-MHC class I binding affinity with 185,985 pairs from IEDB/IMGT. Task: Regression. Given a peptide amino acid sequence and an MHC pseudo amino acid sequence, predict their binding affinity value. This is MHC class I binding data. (1) The peptide sequence is QQYAESREL. The binding affinity (normalized) is 0. The MHC is HLA-A68:02 with pseudo-sequence HLA-A68:02. (2) The peptide sequence is PSTVKTNLY. The MHC is HLA-A68:01 with pseudo-sequence HLA-A68:01. The binding affinity (normalized) is 0.170.